The task is: Predict the reaction yield, written as a fraction of the theoretical maximum amount of product (1.0 means a 100% yield; for example, 0.34 means a 34% yield).. This data is from Reaction yield outcomes from USPTO patents with 853,638 reactions. (1) The reactants are [CH3:1][C:2]1[C:7]([C:8]2[N:9]([C:17]3[CH:22]=[CH:21][C:20]([S:23]([NH2:26])(=[O:25])=[O:24])=[CH:19][CH:18]=3)[CH:10]=[C:11]([C:13]([F:16])([F:15])[F:14])[N:12]=2)=[CH:6][CH:5]=[CH:4][N:3]=1.[C:27](OC(=O)C)(=[O:29])[CH3:28].C(N(CC)CC)C. The catalyst is CN(C1C=CN=CC=1)C.O. The product is [CH3:1][C:2]1[C:7]([C:8]2[N:9]([C:17]3[CH:22]=[CH:21][C:20]([S:23]([NH:26][C:27](=[O:29])[CH3:28])(=[O:25])=[O:24])=[CH:19][CH:18]=3)[CH:10]=[C:11]([C:13]([F:14])([F:15])[F:16])[N:12]=2)=[CH:6][CH:5]=[CH:4][N:3]=1. The yield is 0.990. (2) The reactants are [CH3:1][O:2][C:3]1[CH:4]=[C:5](/[CH:11]=[CH:12]/[C:13]([OH:15])=O)[CH:6]=[CH:7][C:8]=1[O:9][CH3:10].[O:16]1[CH2:21][CH2:20][NH:19][C:18]2[CH:22]=[CH:23][CH:24]=[CH:25][C:17]1=2.CCN=C=NCCCN(C)C.Cl.C1C=CC2N(O)N=NC=2C=1.CCN(CC)CC. The catalyst is C(Cl)Cl.O. The product is [O:16]1[CH2:21][CH2:20][N:19]([C:13](=[O:15])/[CH:12]=[CH:11]/[C:5]2[CH:6]=[CH:7][C:8]([O:9][CH3:10])=[C:3]([O:2][CH3:1])[CH:4]=2)[C:18]2[CH:22]=[CH:23][CH:24]=[CH:25][C:17]1=2. The yield is 0.320. (3) The reactants are C[O:2][C:3]1[N:8]=[C:7]2[N:9]([CH2:14][C@H:15]3[CH2:20][CH2:19][C@H:18]([C:21]([OH:23])=[O:22])[CH2:17][CH2:16]3)[C:10](=[O:13])[N:11]([CH3:12])[C:6]2=[CH:5][CH:4]=1.[Na+].[I-].Cl[Si](C)(C)C. The catalyst is CC#N. The product is [CH3:12][N:11]1[C:6]2[CH:5]=[CH:4][C:3](=[O:2])[NH:8][C:7]=2[N:9]([CH2:14][C@H:15]2[CH2:16][CH2:17][C@H:18]([C:21]([OH:23])=[O:22])[CH2:19][CH2:20]2)[C:10]1=[O:13]. The yield is 0.950. (4) The reactants are [NH2:1][C:2]1[CH:3]=[C:4]2[C:9](=[CH:10][CH:11]=1)[N:8]=[CH:7][C:6]([C:12]#[N:13])=[C:5]2[NH:14][C:15]1[CH:20]=[CH:19][C:18]([F:21])=[C:17]([Cl:22])[CH:16]=1.[N:23]1[CH:28]=[CH:27][CH:26]=[C:25]([CH:29]=O)[CH:24]=1.[BH3-]C#N.[Na+]. The catalyst is CCO. The product is [Cl:22][C:17]1[CH:16]=[C:15]([NH:14][C:5]2[C:4]3[C:9](=[CH:10][CH:11]=[C:2]([NH:1][CH2:29][C:25]4[CH:24]=[N:23][CH:28]=[CH:27][CH:26]=4)[CH:3]=3)[N:8]=[CH:7][C:6]=2[C:12]#[N:13])[CH:20]=[CH:19][C:18]=1[F:21]. The yield is 0.360. (5) The reactants are [Cl:1][C:2]1[CH:9]=[C:8]([NH:10][C@H:11]2[CH2:15][CH2:14][N:13]([CH3:16])[CH2:12]2)[CH:7]=[CH:6][C:3]=1[C:4]#[N:5].[H-].[Na+].[F:19][C:20]1[CH:27]=[CH:26][C:23]([CH2:24]Br)=[C:22]([C:28]([F:31])([F:30])[F:29])[CH:21]=1. The catalyst is CN(C=O)C. The product is [Cl:1][C:2]1[CH:9]=[C:8]([N:10]([CH2:24][C:23]2[CH:26]=[CH:27][C:20]([F:19])=[CH:21][C:22]=2[C:28]([F:30])([F:29])[F:31])[C@H:11]2[CH2:15][CH2:14][N:13]([CH3:16])[CH2:12]2)[CH:7]=[CH:6][C:3]=1[C:4]#[N:5]. The yield is 0.450.